This data is from Forward reaction prediction with 1.9M reactions from USPTO patents (1976-2016). The task is: Predict the product of the given reaction. (1) Given the reactants [CH2:1]([O:3][C:4]([C:6]1[CH:7]=[C:8]2[N:13]([C:14]=1[C:15]1[CH:20]=[CH:19][C:18]([F:21])=[CH:17][CH:16]=1)[CH:12]=[CH:11][C:10]([CH2:22][OH:23])=[CH:9]2)=[O:5])[CH3:2].C(N(CC)CC)C.[CH3:31][S:32](Cl)(=[O:34])=[O:33], predict the reaction product. The product is: [CH2:1]([O:3][C:4]([C:6]1[CH:7]=[C:8]2[N:13]([C:14]=1[C:15]1[CH:16]=[CH:17][C:18]([F:21])=[CH:19][CH:20]=1)[CH:12]=[CH:11][C:10]([CH2:22][O:23][S:32]([CH3:31])(=[O:34])=[O:33])=[CH:9]2)=[O:5])[CH3:2]. (2) Given the reactants C([O:5][C:6](=[O:33])[CH2:7][CH:8]([S:17]([N:20]1[CH2:25][CH2:24][CH:23]([CH2:26][C:27]2[CH:32]=[CH:31][CH:30]=[CH:29][CH:28]=2)[CH2:22][CH2:21]1)(=[O:19])=[O:18])[CH2:9][CH2:10][C:11]1[CH:16]=[CH:15][CH:14]=[CH:13][CH:12]=1)(C)(C)C.C(O)(C(F)(F)F)=O, predict the reaction product. The product is: [CH2:26]([CH:23]1[CH2:24][CH2:25][N:20]([S:17]([CH:8]([CH2:9][CH2:10][C:11]2[CH:16]=[CH:15][CH:14]=[CH:13][CH:12]=2)[CH2:7][C:6]([OH:33])=[O:5])(=[O:19])=[O:18])[CH2:21][CH2:22]1)[C:27]1[CH:32]=[CH:31][CH:30]=[CH:29][CH:28]=1. (3) Given the reactants [NH2:1][C@@H:2]([CH2:24][C:25]1[CH:30]=[CH:29][CH:28]=[CH:27][CH:26]=1)[CH2:3][C@H:4]([OH:23])[C@@H:5]([NH:13][C:14](=[O:22])[O:15][CH2:16][C:17]1[S:21][CH:20]=[N:19][CH:18]=1)[CH2:6][C:7]1[CH:12]=[CH:11][CH:10]=[CH:9][CH:8]=1.[CH3:31][S:32](Cl)(=[O:34])=[O:33], predict the reaction product. The product is: [CH2:6]([C@H:5]([NH:13][C:14](=[O:22])[O:15][CH2:16][C:17]1[S:21][CH:20]=[N:19][CH:18]=1)[C@@H:4]([OH:23])[CH2:3][C@@H:2]([NH:1][S:32]([CH3:31])(=[O:34])=[O:33])[CH2:24][C:25]1[CH:26]=[CH:27][CH:28]=[CH:29][CH:30]=1)[C:7]1[CH:12]=[CH:11][CH:10]=[CH:9][CH:8]=1. (4) Given the reactants [NH2:1][C@@H:2]([CH2:33][C:34]1[CH:39]=[CH:38][CH:37]=[CH:36][CH:35]=1)[C@@H:3]([OH:32])[CH2:4][C@@H:5]([NH:19][C:20]([C@@H:22]([NH:27][C:28](=[O:31])[O:29][CH3:30])[C:23]([CH3:26])([CH3:25])[CH3:24])=[O:21])[CH2:6][C:7]1[CH:12]=[CH:11][C:10]([C:13]2[CH:18]=[CH:17][CH:16]=[CH:15][N:14]=2)=[CH:9][CH:8]=1.[CH3:40][C:41]([CH3:61])([CH3:60])[C@H:42]([N:46]1[CH2:50][CH2:49][N:48]([CH2:51][C:52]2[C:53]([CH3:58])=[N:54][CH:55]=[CH:56][CH:57]=2)[C:47]1=[O:59])[C:43](O)=[O:44].CCOP(ON1N=NC2C=CC=CC=2C1=O)(OCC)=O.C(N(CC)C(C)C)(C)C, predict the reaction product. The product is: [CH3:40][C:41]([CH3:61])([CH3:60])[C@H:42]([N:46]1[CH2:50][CH2:49][N:48]([CH2:51][C:52]2[C:53]([CH3:58])=[N:54][CH:55]=[CH:56][CH:57]=2)[C:47]1=[O:59])[C:43]([NH:1][C@@H:2]([CH2:33][C:34]1[CH:35]=[CH:36][CH:37]=[CH:38][CH:39]=1)[C@@H:3]([OH:32])[CH2:4][C@@H:5]([NH:19][C:20]([C@@H:22]([NH:27][C:28](=[O:31])[O:29][CH3:30])[C:23]([CH3:26])([CH3:25])[CH3:24])=[O:21])[CH2:6][C:7]1[CH:12]=[CH:11][C:10]([C:13]2[CH:18]=[CH:17][CH:16]=[CH:15][N:14]=2)=[CH:9][CH:8]=1)=[O:44]. (5) Given the reactants [C:1]([O:5][C:6]([N:8]1[CH2:16][C:15]2[C:10](=[CH:11][CH:12]=[C:13]([C:17](=[O:31])[NH:18][CH2:19][C:20]3[CH:25]=[CH:24][C:23]([S:26]([CH2:29][CH3:30])(=[O:28])=[O:27])=[CH:22]N=3)[CH:14]=2)[CH:9]1[CH:32]([CH3:34])[CH3:33])=[O:7])([CH3:4])([CH3:3])[CH3:2].[CH2:35](S(C1C=CC(CN)=CC=1)(=O)=O)C, predict the reaction product. The product is: [CH2:29]([S:26]([C:23]1[CH:22]=[CH:35][C:20]([CH2:19][NH:18][C:17]([C:13]2[CH:14]=[C:15]3[C:10](=[CH:11][CH:12]=2)[CH:9]([CH:32]([CH3:33])[CH3:34])[N:8]([C:6]([O:5][C:1]([CH3:3])([CH3:2])[CH3:4])=[O:7])[CH2:16]3)=[O:31])=[CH:25][CH:24]=1)(=[O:28])=[O:27])[CH3:30]. (6) Given the reactants [OH:1][C@@H:2]([CH:4]1[CH2:9][CH2:8][N:7]([C:10]([O:12][CH:13]([CH3:15])[CH3:14])=[O:11])[CH2:6][CH2:5]1)[CH3:3].[CH3:16][S:17](Cl)(=[O:19])=[O:18].CCN(CC)CC, predict the reaction product. The product is: [CH3:16][S:17]([O:1][C@@H:2]([CH:4]1[CH2:5][CH2:6][N:7]([C:10]([O:12][CH:13]([CH3:15])[CH3:14])=[O:11])[CH2:8][CH2:9]1)[CH3:3])(=[O:19])=[O:18]. (7) Given the reactants [Cl:1][C:2]1([S:18]([NH:21][C:22]2[CH:27]=[C:26]([CH3:28])[N:25]=[C:24]3[S:29][C:30]([CH3:40])=[C:31]([C:32]4[CH:37]=[CH:36][CH:35]=[C:34]([O:38][CH3:39])[CH:33]=4)[C:23]=23)(=[O:20])=[O:19])[CH2:7][CH2:6][N:5](C(OCC2C=CC=CC=2)=O)[CH2:4][CH2:3]1.CO.C(O)(=O)C.[H][H], predict the reaction product. The product is: [Cl:1][C:2]1([S:18]([NH:21][C:22]2[CH:27]=[C:26]([CH3:28])[N:25]=[C:24]3[S:29][C:30]([CH3:40])=[C:31]([C:32]4[CH:37]=[CH:36][CH:35]=[C:34]([O:38][CH3:39])[CH:33]=4)[C:23]=23)(=[O:20])=[O:19])[CH2:3][CH2:4][NH:5][CH2:6][CH2:7]1. (8) Given the reactants [OH:1][CH:2]([C:7]1[C:8]([I:21])=[C:9]2[C:16]3[CH2:17][CH2:18][CH2:19][CH2:20][C:15]=3[S:14][C:10]2=[N:11][C:12]=1[CH3:13])[C:3]([O:5][CH3:6])=[O:4].Cl(O)(=O)(=O)=O.C(=O)([O-])O.[Na+], predict the reaction product. The product is: [C:7]([O:1][CH:2]([C:7]1[C:8]([I:21])=[C:9]2[C:16]3[CH2:17][CH2:18][CH2:19][CH2:20][C:15]=3[S:14][C:10]2=[N:11][C:12]=1[CH3:13])[C:3]([O:5][CH3:6])=[O:4])([CH3:8])([CH3:12])[CH3:2]. (9) Given the reactants C(OC([C@@H]1C[C@H]1C(NC(OC(C)(C)C)=O)S(C1C=CC(C)=CC=1)(=O)=O)=O)C.[CH3:28][O:29][C:30]([C@@H:32]1[CH2:35][CH2:34][C@H:33]1[CH:36]([NH:47][C:48]([O:50][C:51]([CH3:54])([CH3:53])[CH3:52])=[O:49])S(C1C=CC(C)=CC=1)(=O)=O)=[O:31].[BH4-].[Na+], predict the reaction product. The product is: [CH3:28][O:29][C:30]([C@@H:32]1[CH2:35][CH2:34][C@H:33]1[CH2:36][NH:47][C:48]([O:50][C:51]([CH3:54])([CH3:53])[CH3:52])=[O:49])=[O:31].